Predict the product of the given reaction. From a dataset of Forward reaction prediction with 1.9M reactions from USPTO patents (1976-2016). Given the reactants [OH-].[Li+].[CH2:3]([O:10][CH2:11][C:12]1[O:16][C:15]([C:17]2[CH:22]=[CH:21][CH:20]=[CH:19][CH:18]=2)=[N:14][C:13]=1[C:23]([O:25]CC)=[O:24])[C:4]1[CH:9]=[CH:8][CH:7]=[CH:6][CH:5]=1, predict the reaction product. The product is: [CH2:3]([O:10][CH2:11][C:12]1[O:16][C:15]([C:17]2[CH:22]=[CH:21][CH:20]=[CH:19][CH:18]=2)=[N:14][C:13]=1[C:23]([OH:25])=[O:24])[C:4]1[CH:9]=[CH:8][CH:7]=[CH:6][CH:5]=1.